This data is from Reaction yield outcomes from USPTO patents with 853,638 reactions. The task is: Predict the reaction yield, written as a fraction of the theoretical maximum amount of product (1.0 means a 100% yield; for example, 0.34 means a 34% yield). (1) The reactants are Cl.Cl.[NH:3]1[CH2:6][CH:5]([C:7]2[C:8]([O:28][CH2:29][CH3:30])=[C:9]([CH:15]([N:17]3[C:21]4=[N:22][CH:23]=[N:24][C:25]([NH2:26])=[C:20]4[C:19]([CH3:27])=[N:18]3)[CH3:16])[CH:10]=[C:11]([Cl:14])[C:12]=2[F:13])[CH2:4]1.C(N(CC)CC)C.FC(F)(F)S(O[CH2:44][C:45]([F:48])([F:47])[F:46])(=O)=O. The catalyst is ClCCl. The product is [Cl:14][C:11]1[C:12]([F:13])=[C:7]([CH:5]2[CH2:4][N:3]([CH2:44][C:45]([F:48])([F:47])[F:46])[CH2:6]2)[C:8]([O:28][CH2:29][CH3:30])=[C:9]([CH:15]([N:17]2[C:21]3=[N:22][CH:23]=[N:24][C:25]([NH2:26])=[C:20]3[C:19]([CH3:27])=[N:18]2)[CH3:16])[CH:10]=1. The yield is 0.190. (2) The reactants are [OH:1][C:2]1[C:3]([C:8]([NH2:10])=[O:9])=[N:4][CH:5]=[CH:6][CH:7]=1.Br[CH2:12][C:13]([O:15][CH2:16][CH3:17])=[O:14].C(=O)([O-])[O-].[K+].[K+]. The catalyst is CC(=O)CC. The product is [CH2:16]([O:15][C:13]([CH2:12][O:1][C:2]1[C:3]([C:8]([NH2:10])=[O:9])=[N:4][CH:5]=[CH:6][CH:7]=1)=[O:14])[CH3:17]. The yield is 0.530. (3) The reactants are [Cl:1][C:2]1[NH:6][C:5]2[CH:7]=[CH:8][CH:9]=[CH:10][C:4]=2[N:3]=1.[H-].[Na+].I[CH3:14]. The catalyst is CN(C=O)C. The product is [Cl:1][C:2]1[N:6]([CH3:14])[C:5]2[CH:7]=[CH:8][CH:9]=[CH:10][C:4]=2[N:3]=1. The yield is 0.679. (4) The reactants are [Li].[Cl:2][C:3]1[CH:8]=[C:7]([Cl:9])[CH:6]=[CH:5][C:4]=1[C@H:10]1[C:15]([C:16]([O:18][C@H:19](C)[C:20](OCC)=O)=[O:17])=[C:14]([CH2:26][N:27]2[CH2:32][CH2:31][O:30][CH2:29][CH2:28]2)[NH:13][C:12]([C:33]2[S:34][CH:35]=[CH:36][N:37]=2)=[N:11]1. The catalyst is C(O)C. The product is [Cl:2][C:3]1[CH:8]=[C:7]([Cl:9])[CH:6]=[CH:5][C:4]=1[C@H:10]1[C:15]([C:16]([O:18][CH2:19][CH3:20])=[O:17])=[C:14]([CH2:26][N:27]2[CH2:28][CH2:29][O:30][CH2:31][CH2:32]2)[NH:13][C:12]([C:33]2[S:34][CH:35]=[CH:36][N:37]=2)=[N:11]1. The yield is 0.720. (5) The reactants are I[C:2]1[CH:3]=[C:4]([C:10]#[N:11])[C:5](=[CH:8][CH:9]=1)[C:6]#[N:7].[C:12]1(B(O)O)[CH:17]=[CH:16][CH:15]=[CH:14][CH:13]=1.C([O-])([O-])=O.[Cs+].[Cs+]. The catalyst is CCOCC.C1C=CC(/C=C/C(/C=C/C2C=CC=CC=2)=O)=CC=1.C1C=CC(/C=C/C(/C=C/C2C=CC=CC=2)=O)=CC=1.C1C=CC(/C=C/C(/C=C/C2C=CC=CC=2)=O)=CC=1.[Pd].[Pd].P(C(C)(C)C)(C(C)(C)C)C(C)(C)C. The product is [C:12]1([C:2]2[CH:3]=[C:4]([C:10]#[N:11])[C:5](=[CH:8][CH:9]=2)[C:6]#[N:7])[CH:17]=[CH:16][CH:15]=[CH:14][CH:13]=1. The yield is 0.736. (6) The reactants are [CH2:1]([O:3][C:4]([C:6]1[CH2:7][N:8]([C:24]([O:26][C:27]([CH3:30])([CH3:29])[CH3:28])=[O:25])[CH2:9][C:10]([F:23])([F:22])[C:11]=1[C:12]1[CH:17]=[CH:16][C:15]([CH2:18][CH2:19][CH2:20][OH:21])=[CH:14][CH:13]=1)=[O:5])[CH3:2].[Cl:31][C:32]1[C:37]([F:38])=[CH:36][CH:35]=[C:34]([F:39])[C:33]=1O.C(P(CCCC)CCCC)CCC. The catalyst is C1(C)C=CC=CC=1.CCOC(C)=O. The product is [CH2:1]([O:3][C:4]([C:6]1[CH2:7][N:8]([C:24]([O:26][C:27]([CH3:29])([CH3:28])[CH3:30])=[O:25])[CH2:9][C:10]([F:22])([F:23])[C:11]=1[C:12]1[CH:17]=[CH:16][C:15]([CH2:18][CH2:19][CH2:20][O:21][C:33]2[C:34]([F:39])=[CH:35][CH:36]=[C:37]([F:38])[C:32]=2[Cl:31])=[CH:14][CH:13]=1)=[O:5])[CH3:2]. The yield is 1.00.